From a dataset of Reaction yield outcomes from USPTO patents with 853,638 reactions. Predict the reaction yield, written as a fraction of the theoretical maximum amount of product (1.0 means a 100% yield; for example, 0.34 means a 34% yield). (1) The reactants are C(O)(C(F)(F)F)=O.[Cl:8][C:9]1[CH:14]=[CH:13][CH:12]=[C:11]([Cl:15])[C:10]=1[N:16]1[CH:41]=[CH:40][C:19]2[N:20]=[C:21]([NH:24][C:25]3[CH:26]=[C:27]([CH:37]=[CH:38][CH:39]=3)[CH2:28][NH:29]C(=O)OC(C)(C)C)[N:22]=[CH:23][C:18]=2[C:17]1=[O:42]. The catalyst is C(Cl)Cl. The product is [NH2:29][CH2:28][C:27]1[CH:26]=[C:25]([NH:24][C:21]2[N:22]=[CH:23][C:18]3[C:17](=[O:42])[N:16]([C:10]4[C:9]([Cl:8])=[CH:14][CH:13]=[CH:12][C:11]=4[Cl:15])[CH:41]=[CH:40][C:19]=3[N:20]=2)[CH:39]=[CH:38][CH:37]=1. The yield is 0.700. (2) The reactants are [NH2:1][C:2]1[CH:21]=[CH:20][C:5]([C:6]([NH:8][CH2:9][C:10]2[CH:15]=[CH:14][C:13]([S:16](=[O:19])(=[O:18])[NH2:17])=[CH:12][CH:11]=2)=[O:7])=[CH:4][CH:3]=1.[C:22]([C:24]1[CH:25]=[C:26]([N:30]=[C:31]=[O:32])[CH:27]=[CH:28][CH:29]=1)#[N:23]. The catalyst is CC(N(C)C)=O.C(Cl)Cl. The product is [C:22]([C:24]1[CH:25]=[C:26]([NH:30][C:31](=[O:32])[NH:1][C:2]2[CH:21]=[CH:20][C:5]([C:6]([NH:8][CH2:9][C:10]3[CH:15]=[CH:14][C:13]([S:16](=[O:19])(=[O:18])[NH2:17])=[CH:12][CH:11]=3)=[O:7])=[CH:4][CH:3]=2)[CH:27]=[CH:28][CH:29]=1)#[N:23]. The yield is 0.760. (3) The reactants are [H-].[Na+].[NH2:3][C:4]1[CH:9]=[CH:8][C:7]([SH:10])=[CH:6][CH:5]=1.[F:11][C:12]([F:22])([F:21])[C:13]1[CH:20]=[CH:19][C:16]([CH2:17]Cl)=[CH:15][CH:14]=1.O. The catalyst is O1CCCC1. The product is [F:11][C:12]([F:21])([F:22])[C:13]1[CH:20]=[CH:19][C:16]([CH2:17][S:10][C:7]2[CH:8]=[CH:9][C:4]([NH2:3])=[CH:5][CH:6]=2)=[CH:15][CH:14]=1. The yield is 0.700. (4) The reactants are [CH2:1]1[O:9][C:8]2[CH:7]=[CH:6][C:5]([CH:10]3[C:18]4[C:13](=[CH:14][CH:15]=[CH:16][CH:17]=4)[CH:12]([C:19]4[CH:24]=[CH:23][CH:22]=[CH:21][CH:20]=4)[CH:11]3[C:25]([O-:27])=[O:26])=[CH:4][C:3]=2[O:2]1.C1OC2C=CC(C3C4C(=CC=CC=4)C(C4C=CC=CC=4)=C3C(OCC)=O)=CC=2O1. The product is [CH2:1]1[O:9][C:8]2[CH:7]=[CH:6][C:5]([CH:10]3[C:18]4[C:13](=[CH:14][CH:15]=[CH:16][CH:17]=4)[CH:12]([C:19]4[CH:20]=[CH:21][CH:22]=[CH:23][CH:24]=4)[CH:11]3[C:25]([OH:27])=[O:26])=[CH:4][C:3]=2[O:2]1. The catalyst is CCO.[Pd]. The yield is 0.650.